From a dataset of Forward reaction prediction with 1.9M reactions from USPTO patents (1976-2016). Predict the product of the given reaction. (1) Given the reactants Br[C:2]1[N:7]=[C:6]([C:8]([NH:10][C:11]2[CH:12]=[N:13][N:14]([CH3:32])[C:15]=2[C@H:16]2[O:22][CH2:21][C@@H:20]([F:23])[C@H:19]([NH:24]C(=O)OC(C)(C)C)[CH2:18][CH2:17]2)=[O:9])[CH:5]=[CH:4][C:3]=1[F:33].[F:34][C:35]1[C:40]([F:41])=[CH:39][CH:38]=[CH:37][C:36]=1B(O)O, predict the reaction product. The product is: [NH2:24][C@H:19]1[C@H:20]([F:23])[CH2:21][O:22][C@H:16]([C:15]2[N:14]([CH3:32])[N:13]=[CH:12][C:11]=2[NH:10][C:8](=[O:9])[C:6]2[CH:5]=[CH:4][C:3]([F:33])=[C:2]([C:39]3[CH:38]=[CH:37][CH:36]=[C:35]([F:34])[C:40]=3[F:41])[N:7]=2)[CH2:17][CH2:18]1. (2) The product is: [CH2:1]([O:3][CH:4]([O:7][CH2:8][CH3:9])[CH2:5][NH:6][CH2:11][C:12]1[CH:21]=[CH:20][C:19]2[C:14](=[CH:15][CH:16]=[CH:17][CH:18]=2)[CH:13]=1)[CH3:2]. Given the reactants [CH2:1]([O:3][CH:4]([O:7][CH2:8][CH3:9])[CH2:5][NH2:6])[CH3:2].Br[CH2:11][C:12]1[CH:21]=[CH:20][C:19]2[C:14](=[CH:15][CH:16]=[CH:17][CH:18]=2)[CH:13]=1, predict the reaction product. (3) Given the reactants [F:1][C:2]1[CH:3]=[C:4]([C:12]2[CH:17]=[CH:16][C:15]([S:18]([CH3:21])(=[O:20])=[O:19])=[CH:14][CH:13]=2)[C:5]2[N:6]([N:8]=[C:9]([NH2:11])[N:10]=2)[CH:7]=1.Br[C:23]1[CH:28]=[CH:27][C:26]([N:29]2[CH2:34][CH2:33][N:32]([CH3:35])[CH2:31][CH2:30]2)=[CH:25][CH:24]=1, predict the reaction product. The product is: [F:1][C:2]1[CH:3]=[C:4]([C:12]2[CH:13]=[CH:14][C:15]([S:18]([CH3:21])(=[O:20])=[O:19])=[CH:16][CH:17]=2)[C:5]2[N:6]([N:8]=[C:9]([NH:11][C:23]3[CH:24]=[CH:25][C:26]([N:29]4[CH2:34][CH2:33][N:32]([CH3:35])[CH2:31][CH2:30]4)=[CH:27][CH:28]=3)[N:10]=2)[CH:7]=1. (4) Given the reactants [Cl:1][C:2]1[N:7]=[C:6]([CH2:8][C:9]([C:11]2[CH:12]=[C:13]([NH:17][C:18](=[O:27])[C:19]3[C:24]([F:25])=[CH:23][CH:22]=[CH:21][C:20]=3[F:26])[CH:14]=[CH:15][CH:16]=2)=O)[CH:5]=[CH:4][N:3]=1.[F:28][CH2:29][C:30](=[S:32])[NH2:31], predict the reaction product. The product is: [Cl:1][C:2]1[N:7]=[C:6]([C:8]2[S:32][C:30]([CH2:29][F:28])=[N:31][C:9]=2[C:11]2[CH:12]=[C:13]([NH:17][C:18](=[O:27])[C:19]3[C:24]([F:25])=[CH:23][CH:22]=[CH:21][C:20]=3[F:26])[CH:14]=[CH:15][CH:16]=2)[CH:5]=[CH:4][N:3]=1. (5) Given the reactants [C:1]([O:5][C:6]([N:8]([CH3:42])[C@H:9]([C:19]([NH:21][C@H:22]([C:26]([N:28]([C@H:30]([CH:39]([CH3:41])[CH3:40])/[CH:31]=[C:32](\[CH3:38])/[C:33]([O:35]CC)=[O:34])[CH3:29])=[O:27])[C@H:23]([CH3:25])[OH:24])=[O:20])[C:10]([CH3:18])([CH3:17])[C:11]1[CH:16]=[CH:15][CH:14]=[CH:13][CH:12]=1)=[O:7])([CH3:4])([CH3:3])[CH3:2].O.[OH-].[Li+], predict the reaction product. The product is: [C:1]([O:5][C:6]([N:8]([CH3:42])[C@H:9]([C:19]([NH:21][C@H:22]([C:26]([N:28]([C@H:30]([CH:39]([CH3:41])[CH3:40])/[CH:31]=[C:32](/[C:33]([OH:35])=[O:34])\[CH3:38])[CH3:29])=[O:27])[C@H:23]([CH3:25])[OH:24])=[O:20])[C:10]([CH3:18])([CH3:17])[C:11]1[CH:16]=[CH:15][CH:14]=[CH:13][CH:12]=1)=[O:7])([CH3:2])([CH3:3])[CH3:4]. (6) Given the reactants [Cl:1][C:2]1[CH:7]=[CH:6][C:5]([C:8]2[S:9][C:10]([CH2:21][CH3:22])=[C:11]([C:13]3[C:14](=[O:20])[CH2:15][CH2:16][C:17]=3[O:18][CH3:19])[N:12]=2)=[CH:4][CH:3]=1.C([N-]C(C)C)(C)C.[Li+].[O:31]1[CH2:36][CH2:35][CH:34]([CH:37]=[O:38])[CH2:33][CH2:32]1, predict the reaction product. The product is: [Cl:1][C:2]1[CH:7]=[CH:6][C:5]([C:8]2[S:9][C:10]([CH2:21][CH3:22])=[C:11]([C:13]3[C:14](=[O:20])[CH:15]([CH:37]([OH:38])[CH:34]4[CH2:35][CH2:36][O:31][CH2:32][CH2:33]4)[CH2:16][C:17]=3[O:18][CH3:19])[N:12]=2)=[CH:4][CH:3]=1. (7) Given the reactants [CH3:1][N:2]1[CH2:8][CH:7]([CH3:9])[C:6]2[CH:10]=[C:11](Br)[CH:12]=[CH:13][C:5]=2[CH2:4][CH2:3]1.CN1CC(C)C2C=C(I)C=CC=2CC1.CN1CC(C)C2C=C(C(F)(F)F)C=CC=2CC1.CN1CC(CC)C2C=C(C(F)(F)F)C=CC=2CC1.CN1CC(CC)C2C=C([Cl:78])C=CC=2CC1.CN1CC(CC)C2C=C(Br)C=CC=2CC1.CN1CC(CC)C2C=C(I)C=CC=2CC1.CN1CC(C)C2C=C(Cl)C(Cl)=CC=2CC1.CN1CC(CC)C2C=C(Cl)C(Cl)=CC=2CC1.CN1CC(C)C2C=C(Cl)C(F)=CC=2CC1.CN1CC(CC)C2C=C(Cl)C(F)=CC=2CC1, predict the reaction product. The product is: [CH3:1][N:2]1[CH2:8][CH:7]([CH3:9])[C:6]2[CH:10]=[C:11]([Cl:78])[CH:12]=[CH:13][C:5]=2[CH2:4][CH2:3]1. (8) The product is: [OH:8][N:9]1[C:14]2[N:15]=[CH:16][N:17]=[C:18]([CH3:19])[C:13]=2[C:12]([NH:20][CH2:21][CH2:22][CH2:23][C:24]2[CH:25]=[N:26][CH:27]=[CH:28][CH:29]=2)=[CH:11][C:10]1=[O:30]. Given the reactants C([O:8][N:9]1[C:14]2[N:15]=[CH:16][N:17]=[C:18]([CH3:19])[C:13]=2[C:12]([NH:20][CH2:21][CH2:22][CH2:23][C:24]2[CH:25]=[N:26][CH:27]=[CH:28][CH:29]=2)=[CH:11][C:10]1=[O:30])C1C=CC=CC=1.[H][H], predict the reaction product. (9) Given the reactants [CH:1]([N:4]1[CH2:9][CH2:8][N:7]([C:10]([C:12]2[CH:13]=[C:14]3[C:18](=[CH:19][CH:20]=2)[NH:17][C:16]([C:21]([OH:23])=O)=[CH:15]3)=[O:11])[CH2:6][CH2:5]1)([CH3:3])[CH3:2].Cl.F[B-](F)(F)F.N1(OC(N(C)C)=[N+](C)C)C2C=CC=CC=2N=N1.[CH3:47][CH:48]1[CH2:53][CH2:52][NH:51][CH2:50][CH2:49]1.C(N(CC)C(C)C)(C)C, predict the reaction product. The product is: [CH:1]([N:4]1[CH2:5][CH2:6][N:7]([C:10]([C:12]2[CH:13]=[C:14]3[C:18](=[CH:19][CH:20]=2)[NH:17][C:16]([C:21]([N:51]2[CH2:52][CH2:53][CH:48]([CH3:47])[CH2:49][CH2:50]2)=[O:23])=[CH:15]3)=[O:11])[CH2:8][CH2:9]1)([CH3:3])[CH3:2].